The task is: Predict which catalyst facilitates the given reaction.. This data is from Catalyst prediction with 721,799 reactions and 888 catalyst types from USPTO. Reactant: [OH:1][N:2]=[C:3]([C:12]#[N:13])[C:4]1[CH:9]=[CH:8][C:7]([CH3:10])=[C:6]([CH3:11])[CH:5]=1.C(N(CC)CC)C.[CH3:21][S:22](Cl)(=[O:24])=[O:23]. Product: [CH3:21][S:22]([O:1][N:2]=[C:3]([C:12]#[N:13])[C:4]1[CH:9]=[CH:8][C:7]([CH3:10])=[C:6]([CH3:11])[CH:5]=1)(=[O:24])=[O:23]. The catalyst class is: 7.